This data is from Forward reaction prediction with 1.9M reactions from USPTO patents (1976-2016). The task is: Predict the product of the given reaction. Given the reactants [CH2:1]([O:3][C:4](=[O:13])[CH2:5][C:6]1[CH:11]=[CH:10][CH:9]=[C:8]([OH:12])[CH:7]=1)[CH3:2].[H-].[Na+].C1[CH2:20][O:19][CH2:18]C1, predict the reaction product. The product is: [CH2:1]([O:3][C:4](=[O:13])[CH2:5][C:6]1[CH:11]=[CH:10][CH:9]=[C:8]([O:12][CH2:18][O:19][CH3:20])[CH:7]=1)[CH3:2].